This data is from Reaction yield outcomes from USPTO patents with 853,638 reactions. The task is: Predict the reaction yield, written as a fraction of the theoretical maximum amount of product (1.0 means a 100% yield; for example, 0.34 means a 34% yield). (1) The reactants are [F:1][C:2]1[CH:3]=[C:4]([NH:9][C:10](=[O:22])[CH2:11][C:12]([NH:14][C:15]2[CH:20]=[CH:19][C:18]([F:21])=[CH:17][CH:16]=2)=[O:13])[CH:5]=[CH:6][C:7]=1[OH:8].[N:23]1[CH:28]=[CH:27][C:26](B(O)O)=[CH:25][CH:24]=1.N1C=CC=CC=1. The catalyst is C([O-])(=O)C.[Cu+2].C([O-])(=O)C.C(Cl)Cl. The product is [F:1][C:2]1[CH:3]=[C:4]([NH:9][C:10](=[O:22])[CH2:11][C:12]([NH:14][C:15]2[CH:20]=[CH:19][C:18]([F:21])=[CH:17][CH:16]=2)=[O:13])[CH:5]=[CH:6][C:7]=1[O:8][C:26]1[CH:27]=[CH:28][N:23]=[CH:24][CH:25]=1. The yield is 0.210. (2) The reactants are [CH3:1][O:2][C:3]1[CH:4]=[C:5]2[C:10](=[CH:11][C:12]=1[O:13][CH3:14])[N:9]=[C:8]([C:15]1[CH:20]=[C:19]([O:21][CH3:22])[C:18]([O:23][CH3:24])=[C:17]([O:25][CH3:26])[CH:16]=1)[N:7]=[C:6]2[C:27](O)=[O:28].Cl.[CH3:31][O:32][C:33]1[CH:42]=[CH:41][CH:40]=[C:39]2[C:34]=1[CH2:35][CH2:36][NH:37][CH2:38]2. No catalyst specified. The product is [CH3:1][O:2][C:3]1[CH:4]=[C:5]2[C:10](=[CH:11][C:12]=1[O:13][CH3:14])[N:9]=[C:8]([C:15]1[CH:16]=[C:17]([O:25][CH3:26])[C:18]([O:23][CH3:24])=[C:19]([O:21][CH3:22])[CH:20]=1)[N:7]=[C:6]2[C:27]([N:37]1[CH2:36][CH2:35][C:34]2[C:39](=[CH:40][CH:41]=[CH:42][C:33]=2[O:32][CH3:31])[CH2:38]1)=[O:28]. The yield is 0.416. (3) The reactants are [F:1][C:2]1[CH:7]=[CH:6][C:5]([N:8]2[CH:13]=[CH:12][CH:11]=[C:10]([C:14]([O:16]C)=[O:15])[C:9]2=[O:18])=[CH:4][CH:3]=1.[OH-].[Na+].Cl. The catalyst is CO. The product is [F:1][C:2]1[CH:7]=[CH:6][C:5]([N:8]2[CH:13]=[CH:12][CH:11]=[C:10]([C:14]([OH:16])=[O:15])[C:9]2=[O:18])=[CH:4][CH:3]=1. The yield is 0.530. (4) The reactants are C([Si](C)(C)[O:6][CH2:7][CH2:8][C@H:9]1[C:13]([CH3:15])([CH3:14])[O:12][C:11]([CH3:17])([CH3:16])[O:10]1)(C)(C)C.[F-].C([N+](CCCC)(CCCC)CCCC)CCC.O. The catalyst is O1CCCC1. The product is [CH3:16][C:11]1([CH3:17])[O:10][C@@H:9]([CH2:8][CH2:7][OH:6])[C:13]([CH3:15])([CH3:14])[O:12]1. The yield is 1.00.